From a dataset of Reaction yield outcomes from USPTO patents with 853,638 reactions. Predict the reaction yield, written as a fraction of the theoretical maximum amount of product (1.0 means a 100% yield; for example, 0.34 means a 34% yield). The reactants are C1(=O)O[CH2:4][CH2:3][O:2]1.[Cl:7][C:8]1[C:13]([C:14]2[NH:15][CH:16]=[C:17]([C:19]3[N:20]([CH:24]([CH3:26])[CH3:25])[N:21]=[CH:22][N:23]=3)[N:18]=2)=[CH:12][N:11]=[C:10]([O:27][CH3:28])[CH:9]=1. The catalyst is C(Cl)Cl. The product is [Cl:7][C:8]1[CH:9]=[C:10]([O:27][CH3:28])[N:11]=[CH:12][C:13]=1[C:14]1[N:15]([CH2:4][CH2:3][OH:2])[CH:16]=[C:17]([C:19]2[N:20]([CH:24]([CH3:25])[CH3:26])[N:21]=[CH:22][N:23]=2)[N:18]=1. The yield is 0.750.